This data is from Full USPTO retrosynthesis dataset with 1.9M reactions from patents (1976-2016). The task is: Predict the reactants needed to synthesize the given product. (1) Given the product [CH3:24][C:25]1[O:61][C:28]([C:30]2[CH:35]=[CH:34][CH:33]=[CH:32][CH:31]=2)=[N:27][C:26]=1[CH2:36][O:37][C:38]1[CH:58]=[CH:57][C:41]([CH2:42][N:43]2[C:44]3[CH:45]=[CH:46][CH:47]=[CH:48][C:49]=3[C:50]3[C:55]2=[CH:54][CH:53]=[CH:52][C:51]=3[O:16][CH2:13][C:11]2[CH:12]=[CH:3][C:4]([C:5]([O:7][CH2:8][CH3:19])=[O:6])=[CH:9][CH:10]=2)=[CH:40][C:39]=1[O:59][CH3:60], predict the reactants needed to synthesize it. The reactants are: BrC[C:3]1[CH:12]=[CH:11][CH:10]=[CH:9][C:4]=1[C:5]([O:7][CH3:8])=[O:6].[C:13](=[O:16])([O-])[O-].[K+].[K+].[CH3:19]N(C)C=O.[CH3:24][C:25]1O[C:28]([C:30]2[CH:35]=[CH:34][CH:33]=[CH:32][CH:31]=2)=[N:27][C:26]=1[CH2:36][O:37][C:38]1[CH:58]=[CH:57][C:41]([CH2:42][N:43]2[C:55]3[CH:54]=[CH:53][CH:52]=[C:51](O)[C:50]=3[C:49]3[C:44]2=[CH:45][CH:46]=[CH:47][CH:48]=3)=[CH:40][C:39]=1[O:59][CH3:60].[OH2:61]. (2) Given the product [NH2:2][C:1]1[C:3]2[C:4](=[CH:5][CH:6]=[CH:7][CH:8]=2)[N:9]([C:10](=[O:17])[C:11]2[CH:12]=[CH:13][CH:14]=[CH:15][CH:16]=2)[C:19]=1[C:20]([C:22]1[CH:27]=[CH:26][CH:25]=[CH:24][CH:23]=1)=[O:21], predict the reactants needed to synthesize it. The reactants are: [C:1]([C:3]1[CH:8]=[CH:7][CH:6]=[CH:5][C:4]=1[NH:9][C:10](=[O:17])[C:11]1[CH:16]=[CH:15][CH:14]=[CH:13][CH:12]=1)#[N:2].Br[CH2:19][C:20]([C:22]1[CH:27]=[CH:26][CH:25]=[CH:24][CH:23]=1)=[O:21].C(=O)([O-])[O-].[K+].[K+]. (3) Given the product [F:8][C:9]1[CH:10]=[C:11]([C:15]2[CH:16]=[CH:17][C:18]3[N:24]4[CH2:25][CH2:26][CH:21]([CH2:22][CH2:23]4)[NH:20][C:19]=3[N:34]=2)[CH:12]=[N:13][CH:14]=1, predict the reactants needed to synthesize it. The reactants are: C(O)(C(F)(F)F)=O.[F:8][C:9]1[CH:10]=[C:11]([C:15]2[CH:16]=[CH:17][C:18]3[N:24]4[CH2:25][CH2:26][CH:21]([CH2:22][CH2:23]4)[N:20](C(OC(C)(C)C)=O)[C:19]=3[N:34]=2)[CH:12]=[N:13][CH:14]=1. (4) The reactants are: FC(F)(F)C(O)=O.[F:8][C:9]1[CH:38]=[CH:37][C:12]([NH:13][C:14]2[CH:26]=[C:25]([CH2:27][CH2:28][C:29]3[CH:34]=[CH:33][CH:32]=[CH:31][C:30]=3[O:35][CH3:36])[CH:24]=[CH:23][C:15]=2[C:16]([O:18]C(C)(C)C)=[O:17])=[CH:11][CH:10]=1. Given the product [F:8][C:9]1[CH:10]=[CH:11][C:12]([NH:13][C:14]2[CH:26]=[C:25]([CH2:27][CH2:28][C:29]3[CH:34]=[CH:33][CH:32]=[CH:31][C:30]=3[O:35][CH3:36])[CH:24]=[CH:23][C:15]=2[C:16]([OH:18])=[O:17])=[CH:37][CH:38]=1, predict the reactants needed to synthesize it. (5) Given the product [ClH:19].[ClH:19].[N:1]1([C:10]2[N:18]=[C:17]([N:20]3[CH2:25][CH2:24][O:23][CH2:22][CH2:21]3)[N:16]=[C:15]3[C:11]=2[N:12]=[CH:13][NH:14]3)[C:5]2[CH:6]=[CH:7][CH:8]=[CH:9][C:4]=2[N:3]=[CH:2]1, predict the reactants needed to synthesize it. The reactants are: [N:1]1([C:10]2[N:18]=[C:17]([Cl:19])[N:16]=[C:15]3[C:11]=2[N:12]=[CH:13][NH:14]3)[C:5]2[CH:6]=[CH:7][CH:8]=[CH:9][C:4]=2[N:3]=[CH:2]1.[NH:20]1[CH2:25][CH2:24][O:23][CH2:22][CH2:21]1. (6) Given the product [CH2:2]([O:9][C:10]([C:12]1[C:20]2[C:15](=[CH:16][CH:17]=[C:18]([CH2:21][N:22]([CH2:24][CH3:25])[CH2:27][CH3:28])[CH:19]=2)[NH:14][C:13]=1[CH3:23])=[O:11])[C:3]1[CH:4]=[CH:5][CH:6]=[CH:7][CH:8]=1, predict the reactants needed to synthesize it. The reactants are: Cl.[CH2:2]([O:9][C:10]([C:12]1[C:20]2[C:15](=[CH:16][CH:17]=[C:18]([CH2:21][NH2:22])[CH:19]=2)[NH:14][C:13]=1[CH3:23])=[O:11])[C:3]1[CH:8]=[CH:7][CH:6]=[CH:5][CH:4]=1.[CH:24](=O)[CH3:25].[C:27](O[BH-](OC(=O)C)OC(=O)C)(=O)[CH3:28].[Na+]. (7) Given the product [NH2:33][N:23]1[C:22](=[O:24])[CH:21]=[C:20]([N:25]2[CH2:26][CH2:27][O:28][CH2:29][CH2:30]2)[N:19]=[C:18]1[CH2:17][C:16]([N:7]1[C:15]2[C:10](=[CH:11][CH:12]=[CH:13][CH:14]=2)[CH2:9][CH2:8]1)=[O:31], predict the reactants needed to synthesize it. The reactants are: C(=O)([O-])[O-].[Cs+].[Cs+].[N:7]1([C:16](=[O:31])[CH2:17][C:18]2[NH:23][C:22](=[O:24])[CH:21]=[C:20]([N:25]3[CH2:30][CH2:29][O:28][CH2:27][CH2:26]3)[N:19]=2)[C:15]2[C:10](=[CH:11][CH:12]=[CH:13][CH:14]=2)[CH2:9][CH2:8]1.C[N:33](C)C=O.